Dataset: Reaction yield outcomes from USPTO patents with 853,638 reactions. Task: Predict the reaction yield, written as a fraction of the theoretical maximum amount of product (1.0 means a 100% yield; for example, 0.34 means a 34% yield). (1) The reactants are [CH3:1][C:2]([NH:25][C:26]([NH2:28])=[S:27])([CH3:24])[CH2:3][NH:4]C(C1C=CC=CC=1)(C1C=CC=CC=1)C1C=CC=CC=1.[Br:29][CH:30]1[CH2:36][CH2:35][O:34][C:33]2[CH:37]=[C:38]([Br:41])[CH:39]=[CH:40][C:32]=2[C:31]1=O. The catalyst is C(O)C. The product is [BrH:29].[Br:41][C:38]1[CH:39]=[CH:40][C:32]2[C:31]3[N:28]=[C:26]([NH:25][C:2]([CH3:24])([CH3:1])[CH2:3][NH2:4])[S:27][C:30]=3[CH2:36][CH2:35][O:34][C:33]=2[CH:37]=1. The yield is 0.680. (2) The reactants are CN(C)[CH:3]1[C:14]2[C:6](=[CH:7][CH:8]=[C:9]3[C:13]=2[S:12](=C)[CH:11]=[N:10]3)[NH:5][C:4]1=[O:16].[CH3:18][CH2:19][C:20]1([C:28]2[CH:33]=[CH:32][C:31]([NH2:34])=[CH:30][CH:29]=2)[C:26](=[O:27])[NH:25][C:23](=[O:24])[CH2:22][CH2:21]1.[CH2:35](O)C. The catalyst is C(OCC)C. The product is [CH2:19]([C:20]1([C:28]2[CH:29]=[CH:30][C:31]([NH:34]/[CH:35]=[C:3]3\[C:4](=[O:16])[NH:5][C:6]4[C:14]\3=[C:13]3[S:12][CH:11]=[N:10][C:9]3=[CH:8][CH:7]=4)=[CH:32][CH:33]=2)[CH2:21][CH2:22][C:23](=[O:24])[NH:25][C:26]1=[O:27])[CH3:18]. The yield is 0.540. (3) The reactants are [CH:1](=[O:8])[C:2]1[CH:7]=[CH:6][CH:5]=[CH:4][CH:3]=1.[N+:9]([CH2:12][CH3:13])([O-:11])=[O:10].O. The catalyst is O1CCCC1.C(O)(C)(C)C.CC(C)([O-])C.[K+]. The product is [N+:9]([CH:12]([CH3:13])[CH:1]([C:2]1[CH:7]=[CH:6][CH:5]=[CH:4][CH:3]=1)[OH:8])([O-:11])=[O:10]. The yield is 0.930. (4) The reactants are [CH2:1]([O:8][CH2:9][C@H:10]1[C@@H:14]([O:15][Si:16]([C:19]([CH3:22])([CH3:21])[CH3:20])([CH3:18])[CH3:17])[CH2:13][C@@H:12]([OH:23])[CH2:11]1)[C:2]1[CH:7]=[CH:6][CH:5]=[CH:4][CH:3]=1.N1C=CC=CC=1.[CH3:30][S:31](Cl)(=[O:33])=[O:32]. The catalyst is C(Cl)Cl.CN(C1C=CN=CC=1)C. The product is [CH3:30][S:31]([O:23][C@@H:12]1[CH2:13][C@H:14]([O:15][Si:16]([C:19]([CH3:20])([CH3:22])[CH3:21])([CH3:18])[CH3:17])[C@H:10]([CH2:9][O:8][CH2:1][C:2]2[CH:7]=[CH:6][CH:5]=[CH:4][CH:3]=2)[CH2:11]1)(=[O:33])=[O:32]. The yield is 0.550. (5) The reactants are [CH:1](=O)[C:2]1[CH:7]=[CH:6][CH:5]=[CH:4][CH:3]=1.[NH2:9][C:10]1[CH:11]=[C:12]([C@@H:16]([NH:18][C:19]2[CH:24]=[N:23][CH:22]=[C:21]([Cl:25])[N:20]=2)[CH3:17])[CH:13]=[CH:14][CH:15]=1.C(O[BH-](OC(=O)C)OC(=O)C)(=O)C.[Na+].C(=O)([O-])O.[Na+]. The catalyst is ClC(Cl)C. The product is [CH2:1]([NH:9][C:10]1[CH:11]=[C:12]([C@@H:16]([NH:18][C:19]2[CH:24]=[N:23][CH:22]=[C:21]([Cl:25])[N:20]=2)[CH3:17])[CH:13]=[CH:14][CH:15]=1)[C:2]1[CH:7]=[CH:6][CH:5]=[CH:4][CH:3]=1. The yield is 0.970. (6) The reactants are [NH2:1][C:2]1[S:3][C:4]([N:12]2[CH2:17][CH2:16][O:15][CH2:14][CH2:13]2)=[C:5]([C:7]2[O:8][CH:9]=[CH:10][CH:11]=2)[N:6]=1.[Cl:18][C:19]1[CH:27]=[CH:26][C:22]([C:23](Cl)=[O:24])=[CH:21][N:20]=1. The catalyst is N1C=CC=CC=1. The product is [Cl:18][C:19]1[CH:27]=[CH:26][C:22]([C:23]([NH:1][C:2]2[S:3][C:4]([N:12]3[CH2:13][CH2:14][O:15][CH2:16][CH2:17]3)=[C:5]([C:7]3[O:8][CH:9]=[CH:10][CH:11]=3)[N:6]=2)=[O:24])=[CH:21][N:20]=1. The yield is 0.590. (7) The reactants are [C:1]1([C:11]2[CH:16]=[CH:15][CH:14]=[CH:13][C:12]=2[C:17]2(O)[C:30]3[CH:29]=[CH:28][CH:27]=[CH:26][C:25]=3[C:24]([C:32]3[CH:37]=[CH:36][CH:35]=[CH:34][C:33]=3[C:38]3[C:47]4[C:42](=[CH:43][CH:44]=[CH:45][CH:46]=4)[CH:41]=[CH:40][CH:39]=3)(O)[C:23]3[C:18]2=[CH:19][CH:20]=[CH:21][CH:22]=3)[C:10]2[C:5](=[CH:6][CH:7]=[CH:8][CH:9]=2)[CH:4]=[CH:3][CH:2]=1.I.[PH2](O)=O. The catalyst is C(O)(=O)C. The product is [C:38]1([C:33]2[CH:34]=[CH:35][CH:36]=[CH:37][C:32]=2[C:24]2[C:25]3[C:30]([C:17]([C:12]4[CH:13]=[CH:14][CH:15]=[CH:16][C:11]=4[C:1]4[C:10]5[C:5](=[CH:6][CH:7]=[CH:8][CH:9]=5)[CH:4]=[CH:3][CH:2]=4)=[C:18]4[C:23]=2[CH:22]=[CH:21][CH:20]=[CH:19]4)=[CH:29][CH:28]=[CH:27][CH:26]=3)[C:47]2[C:42](=[CH:43][CH:44]=[CH:45][CH:46]=2)[CH:41]=[CH:40][CH:39]=1. The yield is 0.960. (8) The reactants are [CH3:1][N:2]1[C:10]2[C:5](=[CH:6][C:7]([N+:11]([O-])=O)=[CH:8][CH:9]=2)[CH:4]=[C:3]1[C:14]([O:16][CH2:17][CH3:18])=[O:15].C([O-])=O.[NH4+]. The catalyst is [Pd].C(O)C.O. The product is [NH2:11][C:7]1[CH:6]=[C:5]2[C:10](=[CH:9][CH:8]=1)[N:2]([CH3:1])[C:3]([C:14]([O:16][CH2:17][CH3:18])=[O:15])=[CH:4]2. The yield is 0.860. (9) The reactants are [CH2:1]([O:3][C:4](=[O:32])[C:5]1[CH:10]=[CH:9][C:8]([N:11]2[CH:15]=[C:14]([C:16]3[CH:21]=[CH:20][C:19]([Cl:22])=[CH:18][C:17]=3[Cl:23])[N:13]=[C:12]2[CH2:24][C:25]2[CH:30]=[CH:29][C:28](Br)=[CH:27][CH:26]=2)=[CH:7][CH:6]=1)[CH3:2].[CH3:33][S:34]([C:37]1[CH:38]=[C:39](B(O)O)[CH:40]=[CH:41][CH:42]=1)(=[O:36])=[O:35]. No catalyst specified. The product is [CH2:1]([O:3][C:4](=[O:32])[C:5]1[CH:10]=[CH:9][C:8]([N:11]2[CH:15]=[C:14]([C:16]3[CH:21]=[CH:20][C:19]([Cl:22])=[CH:18][C:17]=3[Cl:23])[N:13]=[C:12]2[CH2:24][C:25]2[CH:30]=[CH:29][C:28]([C:41]3[CH:40]=[CH:39][CH:38]=[C:37]([S:34]([CH3:33])(=[O:36])=[O:35])[CH:42]=3)=[CH:27][CH:26]=2)=[CH:7][CH:6]=1)[CH3:2]. The yield is 0.690. (10) The reactants are [H-].[Na+].[CH2:3]1[O:13][C:12]2[C:5](=[C:6]([CH:9]=[CH:10][CH:11]=2)[CH:7]=O)[O:4]1.[OH2:14].[O:15]1[CH2:19][CH2:18][CH2:17][CH2:16]1. No catalyst specified. The product is [CH2:3]1[O:13][C:12]2[C:5](=[C:6]([CH:9]=[CH:10][CH:11]=2)[CH:7]=[CH:17][C:16]([O:15][CH2:19][CH3:18])=[O:14])[O:4]1. The yield is 0.920.